From a dataset of Reaction yield outcomes from USPTO patents with 853,638 reactions. Predict the reaction yield, written as a fraction of the theoretical maximum amount of product (1.0 means a 100% yield; for example, 0.34 means a 34% yield). (1) The reactants are [C:1]([O:5][C:6](=[O:27])[NH:7][C:8]1[CH:13]=[CH:12][CH:11]=[CH:10][C:9]=1[NH:14][C:15](=[O:26])/[CH:16]=[CH:17]/[C:18]1[CH:23]=[CH:22][C:21]([CH:24]=O)=[CH:20][CH:19]=1)([CH3:4])([CH3:3])[CH3:2].[F:28][C:29]([F:39])([F:38])[C:30]1[CH:35]=[CH:34][C:33]([N+:36]#[C-:37])=[CH:32][CH:31]=1.[O:40]1[CH2:45][CH2:44][N:43]([CH2:46][CH2:47][NH2:48])[CH2:42][CH2:41]1.[CH:49](O)=[O:50].C[OH:53]. No catalyst specified. The product is [C:1]([O:5][C:6](=[O:27])[NH:7][C:8]1[CH:13]=[CH:12][CH:11]=[CH:10][C:9]=1[NH:14][C:15](=[O:26])/[CH:16]=[CH:17]/[C:18]1[CH:19]=[CH:20][C:21]([CH:24]([N:48]([CH:49]=[O:50])[CH2:47][CH2:46][N:43]2[CH2:44][CH2:45][O:40][CH2:41][CH2:42]2)[C:37](=[O:53])[NH:36][C:33]2[CH:32]=[CH:31][C:30]([C:29]([F:38])([F:39])[F:28])=[CH:35][CH:34]=2)=[CH:22][CH:23]=1)([CH3:3])([CH3:2])[CH3:4]. The yield is 0.350. (2) The product is [CH:1]1([CH2:6][CH:7]([C:11]2[CH:16]=[CH:15][C:14]([Cl:17])=[C:13]([Cl:18])[CH:12]=2)[C:8]([NH:25][C:26]2[CH:31]=[CH:30][CH:29]=[CH:28][N:27]=2)=[O:10])[CH2:2][CH2:3][CH2:4][CH2:5]1. The catalyst is C(Cl)Cl.CN(C)C=O.O1CCCC1.O. The yield is 0.500. The reactants are [CH:1]1([CH2:6][CH:7]([C:11]2[CH:16]=[CH:15][C:14]([Cl:17])=[C:13]([Cl:18])[CH:12]=2)[C:8]([OH:10])=O)[CH2:5][CH2:4][CH2:3][CH2:2]1.C(Cl)(=O)C(Cl)=O.[NH2:25][C:26]1[CH:31]=[CH:30][CH:29]=[CH:28][N:27]=1.C(N(CC)C(C)C)(C)C. (3) The product is [CH3:40][N:43]([CH3:44])[C:25]([CH:21]1[CH2:22][CH2:23][CH2:24][N:18]([C:16]([C:15]2[C:11]3[CH2:10][O:9][C:7]4[CH:8]=[C:3]([O:2][CH3:1])[C:4]([CH:33]=[C:34]([CH3:35])[CH3:36])=[CH:5][C:6]=4[C:12]=3[N:13]([C:28]3[CH:32]=[CH:31][S:30][CH:29]=3)[N:14]=2)=[O:17])[CH2:19][CH2:20]1)=[O:27]. No catalyst specified. The reactants are [CH3:1][O:2][C:3]1[C:4]([CH:33]=[C:34]([CH3:36])[CH3:35])=[CH:5][C:6]2[C:12]3[N:13]([C:28]4[CH:32]=[CH:31][S:30][CH:29]=4)[N:14]=[C:15]([C:16]([N:18]4[CH2:24][CH2:23][CH2:22][CH:21]([C:25]([OH:27])=O)[CH2:20][CH2:19]4)=[O:17])[C:11]=3[CH2:10][O:9][C:7]=2[CH:8]=1.C(Cl)Cl.[CH:40]([N:43](CC)[CH:44](C)C)(C)C.Cl.CNC.C(P1(=O)OP(=O)(CCC)OP(=O)(CCC)O1)CC. The yield is 0.880. (4) The reactants are OC(C(F)(F)F)=O.[CH3:8][N:9]([CH3:29])[C@H:10]([C:22]1[CH:27]=[CH:26][CH:25]=[CH:24][C:23]=1[F:28])[C:11]([O:13][C@H](C1C=CC=CC=1)C)=[O:12]. The catalyst is C(O)C.[OH-].[OH-].[Pd+2]. The product is [CH3:8][N:9]([CH3:29])[C@H:10]([C:22]1[CH:27]=[CH:26][CH:25]=[CH:24][C:23]=1[F:28])[C:11]([OH:13])=[O:12]. The yield is 0.980. (5) The reactants are Cl.[F:2][C:3]([F:30])([F:29])[C:4]1[CH:5]=[C:6]([CH:26]=[CH:27][CH:28]=1)[CH2:7][O:8][N:9]=[C:10]1[CH2:15][CH2:14][N:13]([S:16]([C:19]2[CH:24]=[CH:23][C:22]([NH2:25])=[CH:21][CH:20]=2)(=[O:18])=[O:17])[CH2:12][CH2:11]1.[C:31]([NH:38][CH2:39][C:40](O)=[O:41])([O:33][C:34]([CH3:37])([CH3:36])[CH3:35])=[O:32].ON1C2C=CC=CC=2N=N1.Cl.C(N=C=NCCCN(C)C)C.C([O-])(O)=O.[Na+]. The catalyst is ClCCl. The product is [C:34]([O:33][C:31](=[O:32])[NH:38][CH2:39][C:40](=[O:41])[NH:25][C:22]1[CH:23]=[CH:24][C:19]([S:16]([N:13]2[CH2:12][CH2:11][C:10](=[N:9][O:8][CH2:7][C:6]3[CH:26]=[CH:27][CH:28]=[C:4]([C:3]([F:2])([F:29])[F:30])[CH:5]=3)[CH2:15][CH2:14]2)(=[O:17])=[O:18])=[CH:20][CH:21]=1)([CH3:37])([CH3:35])[CH3:36]. The yield is 0.830. (6) The reactants are [OH:1][C:2]1[CH:7]=[CH:6][C:5]([C:8]2([C:16]3[CH:21]=[C:20]([C:22]4[CH:27]=[CH:26][CH:25]=[C:24]([O:28][CH3:29])[CH:23]=4)[CH:19]=[CH:18][N:17]=3)[NH:12][C:11](=S)[N:10]([CH3:14])[C:9]2=[O:15])=[CH:4][CH:3]=1.[NH3:30]. The catalyst is ClCCl. The product is [NH2:30][C:11]1[N:10]([CH3:14])[C:9](=[O:15])[C:8]([C:5]2[CH:6]=[CH:7][C:2]([OH:1])=[CH:3][CH:4]=2)([C:16]2[CH:21]=[C:20]([C:22]3[CH:27]=[CH:26][CH:25]=[C:24]([O:28][CH3:29])[CH:23]=3)[CH:19]=[CH:18][N:17]=2)[N:12]=1. The yield is 0.460. (7) The reactants are C[Si](C)([O:7][C:8]1[CH:9]=[C:10]([N:14]2[C:18]3[CH:19]=[CH:20][CH:21]=[CH:22][C:17]=3[C:16](=[N:23][C:24]3[CH:29]=[CH:28][CH:27]=[C:26]([C:30]([F:33])([F:32])[F:31])[CH:25]=3)[C:15]2=[O:34])[CH:11]=[CH:12][CH:13]=1)C(C)(C)C.CCCC[N+](CCCC)(CCCC)CCCC.[F-]. The catalyst is C1COCC1. The product is [OH:7][C:8]1[CH:9]=[C:10]([N:14]2[C:18]3[CH:19]=[CH:20][CH:21]=[CH:22][C:17]=3[C:16](=[N:23][C:24]3[CH:29]=[CH:28][CH:27]=[C:26]([C:30]([F:33])([F:31])[F:32])[CH:25]=3)[C:15]2=[O:34])[CH:11]=[CH:12][CH:13]=1. The yield is 0.850.